This data is from CYP2D6 inhibition data for predicting drug metabolism from PubChem BioAssay. The task is: Regression/Classification. Given a drug SMILES string, predict its absorption, distribution, metabolism, or excretion properties. Task type varies by dataset: regression for continuous measurements (e.g., permeability, clearance, half-life) or binary classification for categorical outcomes (e.g., BBB penetration, CYP inhibition). Dataset: cyp2d6_veith. (1) The compound is CC(C)(C)NS(=O)(=O)c1ccc(NS(=O)(=O)c2ccc(F)cc2)cc1. The result is 0 (non-inhibitor). (2) The molecule is O=c1[nH]c(=O)n(Cc2ccco2)c2c1C(C(F)(F)F)(C(F)(F)F)N=C(CCC1CCCCC1)N2. The result is 0 (non-inhibitor). (3) The molecule is Cc1cccc(C(=O)N2CCN(c3ccc([N+](=O)[O-])c(NCc4ccco4)c3)CC2)c1. The result is 0 (non-inhibitor).